Task: Predict the reactants needed to synthesize the given product.. Dataset: Full USPTO retrosynthesis dataset with 1.9M reactions from patents (1976-2016) (1) Given the product [CH2:1]1[S:5][C@H:4]([CH2:6][OH:7])[O:3][C@@H:2]1[N:8]1[C:13](=[O:14])[N:12]=[C:11]([NH2:15])[CH:10]=[CH:9]1.[ClH:17], predict the reactants needed to synthesize it. The reactants are: [CH2:1]1[S:5][C@H:4]([CH2:6][OH:7])[O:3][C@@H:2]1[N:8]1[C:13](=[O:14])[N:12]=[C:11]([NH2:15])[CH:10]=[CH:9]1.O.[ClH:17]. (2) Given the product [F:1][C:2]1[CH:10]=[CH:9][CH:8]=[C:7]([NH:11][C:12]2[N:17]=[C:16]([NH:18][C:19]3[CH:24]=[CH:23][C:22]([N:25]4[CH2:30][CH2:29][CH:28]([N:31]5[CH2:36][CH2:35][N:34]([S:37]([CH3:40])(=[O:38])=[O:39])[CH2:33][CH2:32]5)[CH2:27][CH2:26]4)=[CH:21][C:20]=3[O:41][CH3:42])[NH:15][C:14]3=[N:43][CH:44]=[CH:45][C:13]=23)[C:3]=1[C:4]([NH2:6])=[O:5], predict the reactants needed to synthesize it. The reactants are: [F:1][C:2]1[CH:10]=[CH:9][CH:8]=[C:7]([NH:11][C:12]2[C:13]3[CH:45]=[CH:44][N:43](S(C4C=CC(C)=CC=4)(=O)=O)[C:14]=3[N:15]=[C:16]([NH:18][C:19]3[CH:24]=[CH:23][C:22]([N:25]4[CH2:30][CH2:29][CH:28]([N:31]5[CH2:36][CH2:35][N:34]([S:37]([CH3:40])(=[O:39])=[O:38])[CH2:33][CH2:32]5)[CH2:27][CH2:26]4)=[CH:21][C:20]=3[O:41][CH3:42])[N:17]=2)[C:3]=1[C:4]([NH2:6])=[O:5]. (3) Given the product [CH2:17]([CH:16]([C:15]1[C:10]2[N:11]([C:7]([C:5]3[S:6][C:2]([C:27]4[CH:28]=[CH:29][CH:30]=[CH:31][C:26]=4[CH3:25])=[CH:3][C:4]=3[CH3:23])=[C:8]([CH3:22])[N:9]=2)[N:12]=[C:13]([CH3:21])[CH:14]=1)[CH2:19][CH3:20])[CH3:18], predict the reactants needed to synthesize it. The reactants are: Br[C:2]1[S:6][C:5]([C:7]2[N:11]3[N:12]=[C:13]([CH3:21])[CH:14]=[C:15]([CH:16]([CH2:19][CH3:20])[CH2:17][CH3:18])[C:10]3=[N:9][C:8]=2[CH3:22])=[C:4]([CH3:23])[CH:3]=1.[I-].[CH3:25][C:26]1[CH:31]=[CH:30][CH:29]=[CH:28][C:27]=1[Zn+].C1COCC1.